Regression. Given two drug SMILES strings and cell line genomic features, predict the synergy score measuring deviation from expected non-interaction effect. From a dataset of NCI-60 drug combinations with 297,098 pairs across 59 cell lines. (1) Drug 1: COC1=C(C=C2C(=C1)N=CN=C2NC3=CC(=C(C=C3)F)Cl)OCCCN4CCOCC4. Drug 2: CC1=C(C=C(C=C1)NC(=O)C2=CC=C(C=C2)CN3CCN(CC3)C)NC4=NC=CC(=N4)C5=CN=CC=C5. Cell line: SW-620. Synergy scores: CSS=3.02, Synergy_ZIP=1.18, Synergy_Bliss=4.01, Synergy_Loewe=-3.27, Synergy_HSA=-2.62. (2) Drug 1: C1CN(CCN1C(=O)CCBr)C(=O)CCBr. Drug 2: COCCOC1=C(C=C2C(=C1)C(=NC=N2)NC3=CC=CC(=C3)C#C)OCCOC.Cl. Cell line: SF-295. Synergy scores: CSS=22.5, Synergy_ZIP=-7.91, Synergy_Bliss=-5.21, Synergy_Loewe=-3.03, Synergy_HSA=-4.83.